This data is from Reaction yield outcomes from USPTO patents with 853,638 reactions. The task is: Predict the reaction yield, written as a fraction of the theoretical maximum amount of product (1.0 means a 100% yield; for example, 0.34 means a 34% yield). (1) The reactants are [Cl:1][C:2]1[CH:3]=[C:4]([C:9]([C:11]2[C:16]([CH:17]([CH3:19])[CH3:18])=[C:15]([O:20]C)[N:14]=[C:13]([O:22]C)[N:12]=2)=[O:10])[CH:5]=[C:6]([CH3:8])[CH:7]=1.Cl. No catalyst specified. The product is [Cl:1][C:2]1[CH:3]=[C:4]([CH:5]=[C:6]([CH3:8])[CH:7]=1)[C:9]([C:11]1[NH:12][C:13](=[O:22])[NH:14][C:15](=[O:20])[C:16]=1[CH:17]([CH3:18])[CH3:19])=[O:10]. The yield is 0.970. (2) The reactants are [C:1]1([C:6]2[CH:7]=[CH:8][C:9]([N+:20]([O-])=O)=[C:10]([NH:12][C:13](=[O:19])[N:14]([CH3:18])[CH2:15][CH2:16][CH3:17])[CH:11]=2)[CH2:5][CH2:4][CH2:3][CH:2]=1.C([O-])=O.[NH4+]. The catalyst is CO.[Zn]. The product is [NH2:20][C:9]1[CH:8]=[CH:7][C:6]([C:1]2[CH2:5][CH2:4][CH2:3][CH:2]=2)=[CH:11][C:10]=1[NH:12][C:13](=[O:19])[N:14]([CH3:18])[CH2:15][CH2:16][CH3:17]. The yield is 0.780. (3) The reactants are [O:1]=[C:2]([CH2:9][C:10]([O:12][CH2:13][CH3:14])=[O:11])[CH2:3][C:4]([O:6]CC)=O.[CH:15](OCC)(OCC)OCC.C(OC(=O)C)(=O)C.Cl.[CH2:33]([O:40][NH2:41])[C:34]1[CH:39]=[CH:38][CH:37]=[CH:36][CH:35]=1.C1CCN2C(=NCCC2)CC1.Cl. The catalyst is CN(C=O)C.O. The product is [CH2:33]([O:40][N:41]1[C:4](=[O:6])[CH:3]=[C:2]([OH:1])[C:9]([C:10]([O:12][CH2:13][CH3:14])=[O:11])=[CH:15]1)[C:34]1[CH:39]=[CH:38][CH:37]=[CH:36][CH:35]=1. The yield is 0.370. (4) No catalyst specified. The yield is 0.990. The product is [CH2:1]([O:5][C:6]1[N:14]=[C:13]2[C:9]([NH:10][C:11](=[O:24])[N:12]2[CH2:15][C:16]2[CH:21]=[CH:20][C:19]([CH2:22][NH:33][CH2:29][CH2:28][CH2:27][OH:30])=[CH:18][CH:17]=2)=[C:8]([NH2:25])[N:7]=1)[CH2:2][CH2:3][CH3:4]. The reactants are [CH2:1]([O:5][C:6]1[N:14]=[C:13]2[C:9]([NH:10][C:11](=[O:24])[N:12]2[CH2:15][C:16]2[CH:21]=[CH:20][C:19]([CH2:22]Cl)=[CH:18][CH:17]=2)=[C:8]([NH2:25])[N:7]=1)[CH2:2][CH2:3][CH3:4].N[CH:27]([OH:30])[CH2:28][CH3:29].O.C[N:33](C=O)C.